From a dataset of Full USPTO retrosynthesis dataset with 1.9M reactions from patents (1976-2016). Predict the reactants needed to synthesize the given product. (1) Given the product [Cl:29][C:21]1[C:20]2[C:25](=[CH:26][CH:27]=[C:18]([NH:2][CH2:3][C:4]3[CH:9]=[CH:8][CH:7]=[C:6]([NH:10][CH2:11][CH2:12][CH2:13][N:14]([CH3:15])[CH3:16])[CH:5]=3)[CH:19]=2)[C:24](=[O:28])[NH:23][N:22]=1, predict the reactants needed to synthesize it. The reactants are: Cl.[NH2:2][CH2:3][C:4]1[CH:5]=[C:6]([NH:10][CH2:11][CH2:12][CH2:13][N:14]([CH3:16])[CH3:15])[CH:7]=[CH:8][CH:9]=1.Br[C:18]1[CH:19]=[C:20]2[C:25](=[CH:26][CH:27]=1)[C:24](=[O:28])[NH:23][N:22]=[C:21]2[Cl:29].C1C=CC(P(C2C(C3C(P(C4C=CC=CC=4)C4C=CC=CC=4)=CC=C4C=3C=CC=C4)=C3C(C=CC=C3)=CC=2)C2C=CC=CC=2)=CC=1.CC([O-])(C)C.[Na+]. (2) Given the product [CH3:31][C:30]1([CH3:32])[O:26][C@H:5]2[C@H:6]([NH:8][C:9]3[CH:14]=[C:13]([NH:15][C:16]4[C:25]5[CH2:24][CH2:23][CH2:22][CH2:21][C:20]=5[CH:19]=[CH:18][CH:17]=4)[N:12]=[CH:11][N:10]=3)[CH2:7][C@H:3]([CH2:2][OH:1])[C@H:4]2[O:27]1, predict the reactants needed to synthesize it. The reactants are: [OH:1][CH2:2][C@H:3]1[CH2:7][C@@H:6]([NH:8][C:9]2[CH:14]=[C:13]([NH:15][C:16]3[C:25]4[CH2:24][CH2:23][CH2:22][CH2:21][C:20]=4[CH:19]=[CH:18][CH:17]=3)[N:12]=[CH:11][N:10]=2)[C@H:5]([OH:26])[C@@H:4]1[OH:27].CO[C:30](OC)([CH3:32])[CH3:31].C1(C)C=CC(S([O-])(=O)=O)=CC=1.[NH+]1C=CC=CC=1.